Task: Predict the product of the given reaction.. Dataset: Forward reaction prediction with 1.9M reactions from USPTO patents (1976-2016) (1) Given the reactants [C:1]1([OH:7])[CH:6]=[CH:5][CH:4]=[CH:3][CH:2]=1.C(=O)([O-])[O-].[K+].[K+].[NH2:14][C:15]1[N:16]=[C:17]([N:32]2[CH2:37][CH2:36][N:35]([C:38](=[O:42])[CH:39](Cl)[CH3:40])[CH2:34][CH2:33]2)[C:18]2[N:24]=[C:23]([C:25]3[CH:30]=[CH:29][C:28]([F:31])=[CH:27][CH:26]=3)[CH:22]=[CH:21][C:19]=2[N:20]=1, predict the reaction product. The product is: [NH2:14][C:15]1[N:16]=[C:17]([N:32]2[CH2:33][CH2:34][N:35]([C:38](=[O:42])[CH:39]([O:7][C:1]3[CH:6]=[CH:5][CH:4]=[CH:3][CH:2]=3)[CH3:40])[CH2:36][CH2:37]2)[C:18]2[N:24]=[C:23]([C:25]3[CH:26]=[CH:27][C:28]([F:31])=[CH:29][CH:30]=3)[CH:22]=[CH:21][C:19]=2[N:20]=1. (2) Given the reactants [O:1]=[C:2]1[CH2:22][C:5]2[C:6]([C:19]([OH:21])=[O:20])=[N:7][N:8]([S:9]([C:12]3[CH:17]=[CH:16][C:15]([CH3:18])=[CH:14][CH:13]=3)(=[O:11])=[O:10])[C:4]=2[CH2:3]1.O[N:24]1[C:28](=[O:29])[CH2:27][CH2:26][C:25]1=[O:30].C(Cl)CCl, predict the reaction product. The product is: [O:30]=[C:25]1[CH2:26][CH2:27][C:28](=[O:29])[N:24]1[O:20][C:19]([C:6]1[C:5]2[CH2:22][C:2](=[O:1])[CH2:3][C:4]=2[N:8]([S:9]([C:12]2[CH:13]=[CH:14][C:15]([CH3:18])=[CH:16][CH:17]=2)(=[O:11])=[O:10])[N:7]=1)=[O:21]. (3) Given the reactants [CH:1]1([C:4]2[N:8]([CH2:9][C:10]3[C:15]([F:16])=[CH:14][C:13]([O:17][CH2:18][CH3:19])=[CH:12][C:11]=3[F:20])[N:7]=[C:6]([C:21]3[N:26]=[C:25]([NH:27][C:28]4[CH:33]=[CH:32][N:31]=[CH:30][CH:29]=4)[C:24]([OH:34])=[CH:23][N:22]=3)[C:5]=2[CH3:35])[CH2:3][CH2:2]1.C(=O)([O-])[O-].[K+].[K+].Cl[CH2:43][CH2:44][CH2:45][S:46][CH3:47], predict the reaction product. The product is: [CH:1]1([C:4]2[N:8]([CH2:9][C:10]3[C:11]([F:20])=[CH:12][C:13]([O:17][CH2:18][CH3:19])=[CH:14][C:15]=3[F:16])[N:7]=[C:6]([C:21]3[N:26]=[C:25]([NH:27][C:28]4[CH:29]=[CH:30][N:31]=[CH:32][CH:33]=4)[C:24]([O:34][CH2:43][CH2:44][CH2:45][S:46][CH3:47])=[CH:23][N:22]=3)[C:5]=2[CH3:35])[CH2:3][CH2:2]1. (4) Given the reactants [O:1]1CCOCC1.[CH3:7][C:8]1[S:28][C:11]2[N:12]=[C:13]([C:17]3[CH:22]=[CH:21][CH:20]=[C:19]([O:23][C:24]([F:27])([F:26])[F:25])[CH:18]=3)[N:14]=[C:15]([NH2:16])[C:10]=2[CH:9]=1, predict the reaction product. The product is: [NH2:16][C:15]1[C:10]2[CH:9]=[C:8]([CH:7]=[O:1])[S:28][C:11]=2[N:12]=[C:13]([C:17]2[CH:22]=[CH:21][CH:20]=[C:19]([O:23][C:24]([F:26])([F:25])[F:27])[CH:18]=2)[N:14]=1. (5) Given the reactants [Br:1][C:2]1[N:7]2[CH:8]=[N:9][CH:10]=[C:6]2[C:5](O)=[N:4][C:3]=1[Cl:12].C(N(CC)CC)C.CS(Cl)(=O)=O.C(N(CC)C(C)C)(C)C.[CH3:34][N:35]([CH3:41])[C@H:36]1[CH2:40][CH2:39][NH:38][CH2:37]1, predict the reaction product. The product is: [Br:1][C:2]1[N:7]2[CH:8]=[N:9][CH:10]=[C:6]2[C:5]([N:38]2[CH2:39][CH2:40][C@H:36]([N:35]([CH3:41])[CH3:34])[CH2:37]2)=[N:4][C:3]=1[Cl:12]. (6) Given the reactants Cl.[C:2]([C:4]1[CH:5]=[C:6]([O:10][CH:11]2[CH2:16][CH2:15][NH:14][CH2:13][CH2:12]2)[CH:7]=[CH:8][CH:9]=1)#[N:3].C(N(C(C)C)CC)(C)C.[Cl:26][C:27]1[CH:32]=[C:31]([Cl:33])[CH:30]=[CH:29][C:28]=1[CH2:34][N:35]=[C:36]=[O:37], predict the reaction product. The product is: [Cl:26][C:27]1[CH:32]=[C:31]([Cl:33])[CH:30]=[CH:29][C:28]=1[CH2:34][NH:35][C:36]([N:14]1[CH2:15][CH2:16][CH:11]([O:10][C:6]2[CH:7]=[CH:8][CH:9]=[C:4]([C:2]#[N:3])[CH:5]=2)[CH2:12][CH2:13]1)=[O:37]. (7) Given the reactants [CH3:1][C@@:2]1([CH2:13][N:14]2[CH2:19][CH2:18][CH:17]([NH:20][C:21](=O)OC(C)(C)C)[CH2:16][CH2:15]2)[O:6][C:5]2=[N:7][C:8]([N+:10]([O-:12])=[O:11])=[CH:9][N:4]2[CH2:3]1.FC(F)(F)C(O)=O.[F:35][C:36]([F:46])([F:45])[C:37]1[CH:44]=[CH:43][C:40](C=O)=[CH:39][CH:38]=1.[B-]C#N.[Na+].C(O)(=O)C, predict the reaction product. The product is: [CH3:1][C@@:2]1([CH2:13][N:14]2[CH2:15][CH2:16][CH:17]([NH:20][CH2:21][C:40]3[CH:43]=[CH:44][C:37]([C:36]([F:46])([F:45])[F:35])=[CH:38][CH:39]=3)[CH2:18][CH2:19]2)[O:6][C:5]2=[N:7][C:8]([N+:10]([O-:12])=[O:11])=[CH:9][N:4]2[CH2:3]1. (8) Given the reactants S(=O)(=O)(O)O.[Br:6][C:7]1[CH:8]=[CH:9][C:10]([O:25][CH:26]([F:28])[F:27])=[C:11]([CH:13]2[C:15]3([C:19](=[O:20])[C:18]([CH3:22])([CH3:21])[O:17][C:16]3([CH3:24])[CH3:23])[O:14]2)[CH:12]=1, predict the reaction product. The product is: [Br:6][C:7]1[CH:8]=[CH:9][C:10]([O:25][CH:26]([F:27])[F:28])=[C:11]([CH:13]2[C:19](=[O:20])[C:18]([CH3:22])([CH3:21])[O:17][C:16]([CH3:24])([CH3:23])[C:15]2=[O:14])[CH:12]=1.